Predict the product of the given reaction. From a dataset of Forward reaction prediction with 1.9M reactions from USPTO patents (1976-2016). Given the reactants [Cl:1][C:2]1[CH:7]=[CH:6][C:5]([N:8]=[C:9]2[N:13]([CH2:14][CH2:15][CH2:16][N:17]([CH2:25][CH2:26][OH:27])C(=O)OC(C)(C)C)[C:12]([C:28]3[CH:33]=[CH:32][C:31]([F:34])=[CH:30][CH:29]=3)=[CH:11][S:10]2)=[C:4]([O:35][CH3:36])[CH:3]=1.Cl, predict the reaction product. The product is: [Cl:1][C:2]1[CH:7]=[CH:6][C:5]([N:8]=[C:9]2[N:13]([CH2:14][CH2:15][CH2:16][NH:17][CH2:25][CH2:26][OH:27])[C:12]([C:28]3[CH:29]=[CH:30][C:31]([F:34])=[CH:32][CH:33]=3)=[CH:11][S:10]2)=[C:4]([O:35][CH3:36])[CH:3]=1.